From a dataset of Full USPTO retrosynthesis dataset with 1.9M reactions from patents (1976-2016). Predict the reactants needed to synthesize the given product. Given the product [Cl:1][C:2]1[CH:34]=[CH:33][CH:32]=[C:31]([C:35]([F:38])([F:37])[F:36])[C:3]=1[C:4]([N:6]1[C:14]2[C:9](=[CH:10][CH:11]=[C:12]([CH2:15][NH:16][S:17]([CH3:20])(=[O:19])=[O:18])[CH:13]=2)[C:8]([C:21]2[CH:30]=[CH:29][C:24]([C:25]([OH:27])=[O:26])=[CH:23][CH:22]=2)=[N:7]1)=[O:5], predict the reactants needed to synthesize it. The reactants are: [Cl:1][C:2]1[CH:34]=[CH:33][CH:32]=[C:31]([C:35]([F:38])([F:37])[F:36])[C:3]=1[C:4]([N:6]1[C:14]2[C:9](=[CH:10][CH:11]=[C:12]([CH2:15][NH:16][S:17]([CH3:20])(=[O:19])=[O:18])[CH:13]=2)[C:8]([C:21]2[CH:30]=[CH:29][C:24]([C:25]([O:27]C)=[O:26])=[CH:23][CH:22]=2)=[N:7]1)=[O:5].O[Li].O.